From a dataset of Full USPTO retrosynthesis dataset with 1.9M reactions from patents (1976-2016). Predict the reactants needed to synthesize the given product. (1) Given the product [F:28][C:26]([F:27])([F:29])[C:24]1[CH:25]=[C:20]([CH2:19][O:18][C@@H:10]2[CH2:11][CH2:12][C@@H:13]3[NH:8][C@@:9]2([C:34]2[CH:39]=[CH:38][CH:37]=[CH:36][CH:35]=2)[CH2:15][C@H:14]3[CH2:16][OH:17])[CH:21]=[C:22]([C:30]([F:31])([F:32])[F:33])[CH:23]=1, predict the reactants needed to synthesize it. The reactants are: C([N:8]1[C@@H:13]2[C@H:14]([CH2:16][OH:17])[CH2:15][C@@:9]1([C:34]1[CH:39]=[CH:38][CH:37]=[CH:36][CH:35]=1)[C@H:10]([O:18][CH2:19][C:20]1[CH:25]=[C:24]([C:26]([F:29])([F:28])[F:27])[CH:23]=[C:22]([C:30]([F:33])([F:32])[F:31])[CH:21]=1)[CH2:11][CH2:12]2)C1C=CC=CC=1. (2) Given the product [C:19]([CH2:22][CH2:23][CH2:24][CH2:25][CH2:26][N+:27]1[C:36]2[C:31](=[CH:32][C:33]([S:37]([OH:40])(=[O:39])=[O:38])=[CH:34][CH:35]=2)[C:30](/[CH:41]=[CH:15]/[C:9]2[C:10](=[O:14])[O:11][C:12]3[C:7]([CH:8]=2)=[CH:6][CH:5]=[C:4]([N:3]([CH2:17][CH3:18])[CH2:1][CH3:2])[CH:13]=3)=[CH:29][CH:28]=1)([OH:21])=[O:20].[CH3:42][N+:43]([CH2:46][C:47]([OH:49])=[O:48])([CH3:45])[CH3:44], predict the reactants needed to synthesize it. The reactants are: [CH2:1]([N:3]([CH2:17][CH3:18])[C:4]1[CH:13]=[C:12]2[C:7]([CH:8]=[C:9]([CH:15]=O)[C:10](=[O:14])[O:11]2)=[CH:6][CH:5]=1)[CH3:2].[C:19]([CH2:22][CH2:23][CH2:24][CH2:25][CH2:26][N+:27]1[C:36]2[C:31](=[CH:32][C:33]([S:37]([O-:40])(=[O:39])=[O:38])=[CH:34][CH:35]=2)[C:30]([CH3:41])=[CH:29][CH:28]=1)([OH:21])=[O:20].[CH3:42][N+:43]([CH2:46][C:47]([OH:49])=[O:48])([CH3:45])[CH3:44]. (3) The reactants are: C(OC(=O)[NH:7][C:8]1[CH:13]=[C:12]([N:14]([CH3:16])[CH3:15])[C:11]([Cl:17])=[CH:10][C:9]=1[NH:18][C:19](=[O:43])[CH2:20][C:21]([C:23]1[CH:28]=[CH:27][CH:26]=[C:25]([C:29]2[O:33][N:32]=[C:31]([CH3:34])[C:30]=2[CH2:35][O:36]C2CCCCO2)[CH:24]=1)=O)(C)(C)C.C(O)(C(F)(F)F)=O. Given the product [Cl:17][C:11]1[C:12]([N:14]([CH3:16])[CH3:15])=[CH:13][C:8]2[N:7]=[C:21]([C:23]3[CH:28]=[CH:27][CH:26]=[C:25]([C:29]4[O:33][N:32]=[C:31]([CH3:34])[C:30]=4[CH2:35][OH:36])[CH:24]=3)[CH2:20][C:19](=[O:43])[NH:18][C:9]=2[CH:10]=1, predict the reactants needed to synthesize it. (4) Given the product [C:23]([CH2:13][NH:14][C:15]1[N:20]=[CH:19][C:18]([CH:21]=[C:9]2[C:10](=[O:11])[O:12][C:6]([C:2]3[S:1][CH:5]=[CH:4][CH:3]=3)=[N:8]2)=[CH:17][CH:16]=1)(=[O:25])[CH3:24], predict the reactants needed to synthesize it. The reactants are: [S:1]1[CH:5]=[CH:4][CH:3]=[C:2]1[C:6]([NH:8][CH2:9][C:10]([OH:12])=[O:11])=O.[CH3:13][NH:14][C:15]1[N:20]=[CH:19][C:18]([CH:21]=O)=[CH:17][CH:16]=1.[C:23]([O-])(=[O:25])[CH3:24].[Na+].C(OC(=O)C)(=O)C.